This data is from Forward reaction prediction with 1.9M reactions from USPTO patents (1976-2016). The task is: Predict the product of the given reaction. Given the reactants [Cl:1][C:2]1[N:3]=[C:4]([CH3:16])[NH:5][C:6]=1[CH2:7][O:8]CC1C=CC=CC=1.CS(O)(=O)=O.[OH-].[Na+], predict the reaction product. The product is: [Cl:1][C:2]1[N:3]=[C:4]([CH3:16])[NH:5][C:6]=1[CH2:7][OH:8].